This data is from Microsomal clearance measurements from AstraZeneca. The task is: Regression/Classification. Given a drug SMILES string, predict its absorption, distribution, metabolism, or excretion properties. Task type varies by dataset: regression for continuous measurements (e.g., permeability, clearance, half-life) or binary classification for categorical outcomes (e.g., BBB penetration, CYP inhibition). For this dataset (clearance_microsome_az), we predict log10(clearance) (log10 of the in vitro intrinsic clearance, CLint, in uL/min per mg of human liver microsomal protein, equivalently mL/min/g; values are censored to the assay range of 3 to 150, which is 0.477 to 2.18 on this log10 scale). The molecule is CS(=O)(=O)C1(c2cc(N3CCOCC3)nc(-c3cccc4[nH]ccc34)n2)CC1. The log10(clearance) is 1.05.